The task is: Predict which catalyst facilitates the given reaction.. This data is from Catalyst prediction with 721,799 reactions and 888 catalyst types from USPTO. (1) Reactant: [Br:1][C:2]1[CH:3]=[C:4]([NH2:9])[C:5]([Cl:8])=[N:6][CH:7]=1.[H-].[Na+].CC1C=CC(S(O[CH2:23][CH:24]2[CH2:29][CH2:28][O:27][CH2:26][CH2:25]2)(=O)=O)=CC=1. Product: [Br:1][C:2]1[CH:3]=[C:4]([NH:9][CH2:23][CH:24]2[CH2:29][CH2:28][O:27][CH2:26][CH2:25]2)[C:5]([Cl:8])=[N:6][CH:7]=1. The catalyst class is: 31. (2) Reactant: [Cl:1][C:2]1[CH:7]=[CH:6][C:5]([C:8]2[CH2:13][C:12]([CH3:15])([CH3:14])[CH2:11][CH2:10][C:9]=2[CH:16]=O)=[CH:4][CH:3]=1.[C:18]([N:25]1[CH2:30][CH2:29][NH:28][CH2:27][CH2:26]1)([O:20][C:21]([CH3:24])([CH3:23])[CH3:22])=[O:19].C1COCC1.C(O[BH-](OC(=O)C)OC(=O)C)(=O)C.[Na+]. Product: [Cl:1][C:2]1[CH:3]=[CH:4][C:5]([C:8]2[CH2:13][C:12]([CH3:14])([CH3:15])[CH2:11][CH2:10][C:9]=2[CH2:16][N:28]2[CH2:27][CH2:26][N:25]([C:18]([O:20][C:21]([CH3:24])([CH3:23])[CH3:22])=[O:19])[CH2:30][CH2:29]2)=[CH:6][CH:7]=1. The catalyst class is: 11. (3) Reactant: [O:1]=[C:2]1[O:8][C@H:7]([C@H:9]([CH2:11][OH:12])[OH:10])[C:5]([OH:6])=[C:3]1[OH:4].C(=O)([O-])O.[Na+].O.[CH2:19]1[O:21][CH:20]1[CH2:22][OH:23]. Product: [CH2:19]([O:4][C:3]1[C:2]([O:8][C@H:7]([C@H:9]([CH2:11][OH:12])[OH:10])[C:5]=1[OH:6])=[O:1])[CH:20]([CH2:22][OH:23])[OH:21]. The catalyst class is: 5. (4) Reactant: C[O:2][C:3](=[O:24])[C:4]1[CH:9]=[CH:8][C:7]([NH:10][CH2:11][C:12]2[C:13]([C:18]3[CH:23]=[CH:22][CH:21]=[CH:20][CH:19]=3)=[N:14][O:15][C:16]=2[CH3:17])=[N:6][CH:5]=1.[OH-].[Na+]. Product: [CH3:17][C:16]1[O:15][N:14]=[C:13]([C:18]2[CH:19]=[CH:20][CH:21]=[CH:22][CH:23]=2)[C:12]=1[CH2:11][NH:10][C:7]1[CH:8]=[CH:9][C:4]([C:3]([OH:24])=[O:2])=[CH:5][N:6]=1. The catalyst class is: 8. (5) Reactant: [Br:1][C:2]1[CH:10]=[CH:9][CH:8]=[C:7]2[C:3]=1[C:4]1([C:19]3[CH:20]=[C:21]([F:25])[C:22]([F:24])=[CH:23][C:18]=3[O:17][CH2:16]1)[C:5](=[O:15])[N:6]2[CH2:11][C:12]([OH:14])=O.C(Cl)(=O)C(Cl)=O.[F:32][C:33]1[CH:39]=[CH:38][CH:37]=[CH:36][C:34]=1[NH2:35].ClCCl. Product: [Br:1][C:2]1[CH:10]=[CH:9][CH:8]=[C:7]2[C:3]=1[C:4]1([C:19]3[CH:20]=[C:21]([F:25])[C:22]([F:24])=[CH:23][C:18]=3[O:17][CH2:16]1)[C:5](=[O:15])[N:6]2[CH2:11][C:12]([NH:35][C:34]1[CH:36]=[CH:37][CH:38]=[CH:39][C:33]=1[F:32])=[O:14]. The catalyst class is: 588. (6) Reactant: [Br:1][C:2]1[CH:3]=[CH:4][CH:5]=[C:6]2[C:11]=1[C:10]([C:12]([OH:14])=[O:13])=[CH:9][CH:8]=[CH:7]2.C(=O)([O-])[O-].[K+].[K+].I[CH2:22][CH3:23]. Product: [CH2:22]([O:13][C:12]([C:10]1[C:11]2[C:6](=[CH:5][CH:4]=[CH:3][C:2]=2[Br:1])[CH:7]=[CH:8][CH:9]=1)=[O:14])[CH3:23]. The catalyst class is: 3. (7) Reactant: [CH2:1]([O:3][C:4](=[O:27])[CH:5]([O:24][CH2:25][CH3:26])[CH2:6][C:7]1[CH:12]=[CH:11][C:10]([O:13][CH2:14][CH2:15][NH:16][CH2:17][CH2:18][CH2:19][CH2:20][CH2:21][CH2:22][CH3:23])=[CH:9][CH:8]=1)[CH3:2].[F:28][C:29]1[CH:34]=[C:33]([F:35])[CH:32]=[CH:31][C:30]=1[N:36]=[C:37]=[O:38]. Product: [CH2:1]([O:3][C:4](=[O:27])[CH:5]([O:24][CH2:25][CH3:26])[CH2:6][C:7]1[CH:12]=[CH:11][C:10]([O:13][CH2:14][CH2:15][N:16]([CH2:17][CH2:18][CH2:19][CH2:20][CH2:21][CH2:22][CH3:23])[C:37]([NH:36][C:30]2[CH:31]=[CH:32][C:33]([F:35])=[CH:34][C:29]=2[F:28])=[O:38])=[CH:9][CH:8]=1)[CH3:2]. The catalyst class is: 2. (8) Reactant: [H-].[H-].[H-].[H-].[Li+].[Al+3].[OH:7][C:8]1([C:14]#[N:15])[CH2:13][CH2:12][O:11][CH2:10][CH2:9]1.[ClH:16].O1CCOCC1. Product: [ClH:16].[NH2:15][CH2:14][C:8]1([OH:7])[CH2:13][CH2:12][O:11][CH2:10][CH2:9]1. The catalyst class is: 1. (9) Reactant: C([O:3][C:4]([C:6]1[CH2:7][CH2:8][N:9]([CH2:19][C:20]2[CH:25]=[CH:24][CH:23]=[CH:22][CH:21]=2)[CH2:10][C:11]=1[C:12]1[CH:17]=[CH:16][C:15]([Cl:18])=[CH:14][CH:13]=1)=[O:5])C.O[Li].O. Product: [CH2:19]([N:9]1[CH2:10][C:11]([C:12]2[CH:13]=[CH:14][C:15]([Cl:18])=[CH:16][CH:17]=2)=[C:6]([C:4]([OH:5])=[O:3])[CH2:7][CH2:8]1)[C:20]1[CH:21]=[CH:22][CH:23]=[CH:24][CH:25]=1. The catalyst class is: 20.